This data is from Full USPTO retrosynthesis dataset with 1.9M reactions from patents (1976-2016). The task is: Predict the reactants needed to synthesize the given product. (1) The reactants are: [NH2:1][CH2:2][CH:3]1[S:7][C:6]([C:8]2[NH:9][C:10]3[C:15]([CH:16]=2)=[CH:14][CH:13]=[CH:12][C:11]=3[N:17]([CH3:26])[S:18]([C:21]2[S:22][CH:23]=[CH:24][CH:25]=2)(=[O:20])=[O:19])=[N:5][CH2:4]1.[C:27](OC(=O)C)(=[O:29])[CH3:28].O. Given the product [CH3:26][N:17]([S:18]([C:21]1[S:22][CH:23]=[CH:24][CH:25]=1)(=[O:20])=[O:19])[C:11]1[CH:12]=[CH:13][CH:14]=[C:15]2[C:10]=1[NH:9][C:8]([C:6]1[S:7][CH:3]([CH2:2][NH:1][C:27](=[O:29])[CH3:28])[CH2:4][N:5]=1)=[CH:16]2, predict the reactants needed to synthesize it. (2) Given the product [N:6]1[CH:7]=[CH:8][CH:9]=[C:4]([N:1]2[CH:11]=[C:10]([C:12]3[N:17]=[C:16]([C:18]4[N:23]=[CH:22][CH:21]=[CH:20][N:19]=4)[CH:15]=[CH:14][CH:13]=3)[N:3]=[N:2]2)[CH:5]=1, predict the reactants needed to synthesize it. The reactants are: [N:1]([C:4]1[CH:5]=[N:6][CH:7]=[CH:8][CH:9]=1)=[N+:2]=[N-:3].[C:10]([C:12]1[N:17]=[C:16]([C:18]2[N:23]=[CH:22][CH:21]=[CH:20][N:19]=2)[CH:15]=[CH:14][CH:13]=1)#[CH:11].[Na].O=C1O[C@H]([C@H](CO)O)C(O)=C1O.